This data is from Experimental lipophilicity measurements (octanol/water distribution) for 4,200 compounds from AstraZeneca. The task is: Regression/Classification. Given a drug SMILES string, predict its absorption, distribution, metabolism, or excretion properties. Task type varies by dataset: regression for continuous measurements (e.g., permeability, clearance, half-life) or binary classification for categorical outcomes (e.g., BBB penetration, CYP inhibition). For this dataset (lipophilicity_astrazeneca), we predict Y. The molecule is Nc1nc(O)cc(-c2ccc(O)cc2)n1. The Y is 1.05 logD.